This data is from Full USPTO retrosynthesis dataset with 1.9M reactions from patents (1976-2016). The task is: Predict the reactants needed to synthesize the given product. (1) Given the product [Cl:8][CH2:9][C:10]([N:5]1[CH2:6][CH2:7][N:2]([CH3:1])[CH2:3][CH2:4]1)=[O:11], predict the reactants needed to synthesize it. The reactants are: [CH3:1][N:2]1[CH2:7][CH2:6][NH:5][CH2:4][CH2:3]1.[Cl:8][CH2:9][C:10](Cl)=[O:11]. (2) Given the product [CH3:30][N:26]([C:22]1[CH:23]=[CH:24][CH:25]=[C:20]([C:18]2[N:3]3[N:4]=[CH:5][C:6]([C:7]([C:9]4[S:10][CH:11]=[CH:12][CH:13]=4)=[O:8])=[C:2]3[N:1]=[CH:16][CH:17]=2)[CH:21]=1)[C:27](=[O:29])[CH3:28], predict the reactants needed to synthesize it. The reactants are: [NH2:1][C:2]1[C:6]([C:7]([C:9]2[S:10][CH:11]=[CH:12][CH:13]=2)=[O:8])=[CH:5][NH:4][N:3]=1.CN(C)[CH:16]=[CH:17][C:18]([C:20]1[CH:21]=[C:22]([N:26]([CH3:30])[C:27](=[O:29])[CH3:28])[CH:23]=[CH:24][CH:25]=1)=O. (3) The reactants are: [N+:1]([C:4]1[CH:9]=[CH:8][C:7]([S:10]([C:13]2[CH:20]=[CH:19][CH:18]=[CH:17][C:14]=2[C:15]#[N:16])(=[O:12])=[O:11])=[CH:6][CH:5]=1)([O-])=O.Cl. Given the product [NH2:1][C:4]1[CH:5]=[CH:6][C:7]([S:10]([C:13]2[CH:20]=[CH:19][CH:18]=[CH:17][C:14]=2[C:15]#[N:16])(=[O:12])=[O:11])=[CH:8][CH:9]=1, predict the reactants needed to synthesize it. (4) Given the product [CH3:1][O:2][C:3]([NH:5][C@@H:6]([CH:53]([CH3:55])[CH3:54])[C:7]([N:9]1[CH2:13][CH2:12][CH2:11][C@H:10]1[C:14]1[NH:15][C:16]([C:19]2[CH:20]=[CH:21][C:22]([C:25]3[CH:26]=[C:27]4[C:50](=[CH:51][CH:52]=3)[C:31]3[NH:32][C:33]([C@@H:35]5[CH2:39][C@H:38]([CH2:40][O:41][CH3:42])[CH2:37][N:36]5[C:43](=[O:44])[C@H:62]([NH:61][C:59](=[O:60])[O:58][CH3:57])[C:66]5[CH:71]=[CH:70][CH:69]=[CH:68][CH:67]=5)=[N:34][C:30]=3[CH:29]=[CH:28]4)=[CH:23][CH:24]=2)=[CH:17][N:18]=1)=[O:8])=[O:4], predict the reactants needed to synthesize it. The reactants are: [CH3:1][O:2][C:3]([NH:5][C@@H:6]([CH:53]([CH3:55])[CH3:54])[C:7]([N:9]1[CH2:13][CH2:12][CH2:11][C@H:10]1[C:14]1[NH:15][C:16]([C:19]2[CH:24]=[CH:23][C:22]([C:25]3[CH:26]=[C:27]4[C:50](=[CH:51][CH:52]=3)[C:31]3[NH:32][C:33]([C@@H:35]5[CH2:39][C@H:38]([CH2:40][O:41][CH3:42])[CH2:37][N:36]5[C:43](OC(C)(C)C)=[O:44])=[N:34][C:30]=3[CH:29]=[CH:28]4)=[CH:21][CH:20]=2)=[CH:17][N:18]=1)=[O:8])=[O:4].Cl.[CH3:57][O:58][C:59]([NH:61][C@H:62]([C:66]1[CH:71]=[CH:70][CH:69]=[CH:68][CH:67]=1)C(O)=O)=[O:60].CCOC(C(C#N)=NOC(N1CCOCC1)=[N+](C)C)=O.F[P-](F)(F)(F)(F)F.CCN(C(C)C)C(C)C. (5) Given the product [C:28]([O:27][C:26](=[O:32])[NH:25][C:21]1[CH:20]=[C:19]([C:4]2[CH:3]=[C:2]([F:1])[CH:7]=[CH:6][C:5]=2[OH:8])[CH:24]=[CH:23][N:22]=1)([CH3:31])([CH3:29])[CH3:30], predict the reactants needed to synthesize it. The reactants are: [F:1][C:2]1[CH:7]=[CH:6][C:5]([OH:8])=[C:4](B2OC(C)(C)C(C)(C)O2)[CH:3]=1.Cl[C:19]1[CH:24]=[CH:23][N:22]=[C:21]([NH:25][C:26](=[O:32])[O:27][C:28]([CH3:31])([CH3:30])[CH3:29])[CH:20]=1.C(=O)([O-])[O-].[Na+].[Na+]. (6) Given the product [Br:22][C:7]1[CH:8]=[C:9]2[C:10]3([CH2:14][CH2:13][N:12]([C:15]([O:17][C:18]([CH3:21])([CH3:20])[CH3:19])=[O:16])[CH2:11]3)[C:2](=[O:1])[NH:3][C:4]2=[CH:5][CH:6]=1, predict the reactants needed to synthesize it. The reactants are: [O:1]=[C:2]1[C:10]2([CH2:14][CH2:13][N:12]([C:15]([O:17][C:18]([CH3:21])([CH3:20])[CH3:19])=[O:16])[CH2:11]2)[C:9]2[C:4](=[CH:5][CH:6]=[CH:7][CH:8]=2)[NH:3]1.[Br:22]N1C(=O)CCC1=O. (7) Given the product [Cl:39][C:35]1[C:34]([F:40])=[C:33]([C@@H:14]2[C@:15]([C:25]3[CH:30]=[CH:29][C:28]([Cl:31])=[CH:27][C:26]=3[F:32])([C:23]#[N:24])[C@H:16]([CH2:18][C:19]([CH3:22])([CH3:21])[CH3:20])[CH2:17][N:13]2[CH2:12][C:11]([NH:10][C:7]2[CH:6]=[CH:5][C:4]([C:3]([OH:42])=[O:2])=[CH:9][CH:8]=2)=[O:41])[CH:38]=[CH:37][CH:36]=1, predict the reactants needed to synthesize it. The reactants are: C[O:2][C:3](=[O:42])[C:4]1[CH:9]=[CH:8][C:7]([NH:10][C:11](=[O:41])[CH2:12][N:13]2[CH2:17][C@@H:16]([CH2:18][C:19]([CH3:22])([CH3:21])[CH3:20])[C@@:15]([C:25]3[CH:30]=[CH:29][C:28]([Cl:31])=[CH:27][C:26]=3[F:32])([C:23]#[N:24])[C@H:14]2[C:33]2[CH:38]=[CH:37][CH:36]=[C:35]([Cl:39])[C:34]=2[F:40])=[CH:6][CH:5]=1.[Li+].[OH-].